Task: Regression. Given two drug SMILES strings and cell line genomic features, predict the synergy score measuring deviation from expected non-interaction effect.. Dataset: NCI-60 drug combinations with 297,098 pairs across 59 cell lines (1) Drug 1: CC(C1=C(C=CC(=C1Cl)F)Cl)OC2=C(N=CC(=C2)C3=CN(N=C3)C4CCNCC4)N. Drug 2: C1=CC=C(C(=C1)C(C2=CC=C(C=C2)Cl)C(Cl)Cl)Cl. Cell line: COLO 205. Synergy scores: CSS=15.0, Synergy_ZIP=-0.725, Synergy_Bliss=10.5, Synergy_Loewe=0.602, Synergy_HSA=7.03. (2) Drug 2: CN1C2=C(C=C(C=C2)N(CCCl)CCCl)N=C1CCCC(=O)O.Cl. Synergy scores: CSS=4.59, Synergy_ZIP=-1.65, Synergy_Bliss=2.27, Synergy_Loewe=-11.6, Synergy_HSA=-2.60. Cell line: SN12C. Drug 1: CS(=O)(=O)CCNCC1=CC=C(O1)C2=CC3=C(C=C2)N=CN=C3NC4=CC(=C(C=C4)OCC5=CC(=CC=C5)F)Cl. (3) Drug 1: C1=CC=C(C=C1)NC(=O)CCCCCCC(=O)NO. Drug 2: C1C(C(OC1N2C=NC3=C2NC=NCC3O)CO)O. Cell line: MDA-MB-231. Synergy scores: CSS=2.50, Synergy_ZIP=-1.47, Synergy_Bliss=-0.697, Synergy_Loewe=-4.67, Synergy_HSA=-2.11. (4) Synergy scores: CSS=30.1, Synergy_ZIP=-0.00858, Synergy_Bliss=-0.632, Synergy_Loewe=-1.60, Synergy_HSA=-1.37. Cell line: NCI-H460. Drug 1: CCC1(CC2CC(C3=C(CCN(C2)C1)C4=CC=CC=C4N3)(C5=C(C=C6C(=C5)C78CCN9C7C(C=CC9)(C(C(C8N6C)(C(=O)OC)O)OC(=O)C)CC)OC)C(=O)OC)O.OS(=O)(=O)O. Drug 2: C1CCC(C(C1)N)N.C(=O)(C(=O)[O-])[O-].[Pt+4]. (5) Drug 1: C1=CN(C=N1)CC(O)(P(=O)(O)O)P(=O)(O)O. Drug 2: CS(=O)(=O)OCCCCOS(=O)(=O)C. Cell line: HT29. Synergy scores: CSS=2.77, Synergy_ZIP=-0.275, Synergy_Bliss=4.67, Synergy_Loewe=0.633, Synergy_HSA=1.60.